Dataset: Forward reaction prediction with 1.9M reactions from USPTO patents (1976-2016). Task: Predict the product of the given reaction. (1) Given the reactants C(OC([NH:8][CH:9]([C:28]1[CH:33]=[CH:32][CH:31]=[CH:30][CH:29]=1)[C:10]1[CH:11]=[C:12]([CH:25]=[CH:26][CH:27]=1)[O:13][CH2:14][C:15]1[CH:24]=[CH:23][C:18]([C:19]([O:21][CH3:22])=[O:20])=[CH:17][CH:16]=1)=O)(C)(C)C.[ClH:34].O1CCOCC1, predict the reaction product. The product is: [ClH:34].[NH2:8][CH:9]([C:28]1[CH:29]=[CH:30][CH:31]=[CH:32][CH:33]=1)[C:10]1[CH:11]=[C:12]([CH:25]=[CH:26][CH:27]=1)[O:13][CH2:14][C:15]1[CH:24]=[CH:23][C:18]([C:19]([O:21][CH3:22])=[O:20])=[CH:17][CH:16]=1. (2) The product is: [C:1]([O:5][C:6]([N:8]1[CH2:13][CH2:12][CH:11]([C:14]2([OH:26])[CH:28]([C:27]([O:31][CH3:32])=[O:30])[S:29][C:16]3[C:17]([C:21]([F:22])([F:24])[F:23])=[CH:18][CH:19]=[CH:20][C:15]2=3)[CH2:10][CH2:9]1)=[O:7])([CH3:4])([CH3:3])[CH3:2]. Given the reactants [C:1]([O:5][C:6]([N:8]1[CH2:13][CH2:12][CH:11]([C:14](=[O:26])[C:15]2[CH:20]=[CH:19][CH:18]=[C:17]([C:21]([F:24])([F:23])[F:22])[C:16]=2F)[CH2:10][CH2:9]1)=[O:7])([CH3:4])([CH3:3])[CH3:2].[C:27]([O:31][CH3:32])(=[O:30])[CH2:28][SH:29].C1COCC1.[H-].[Na+], predict the reaction product. (3) Given the reactants C[O:2][C:3](=[O:34])[C@@H:4]([O:31][CH2:32][CH3:33])[CH2:5][C:6]1[CH:11]=[CH:10][C:9]([O:12][CH2:13][C:14]2[N:15]=[C:16]([C:20]3[CH:25]=[C:24]([O:26][CH3:27])[CH:23]=[C:22]([O:28][CH3:29])[CH:21]=3)[O:17][C:18]=2[CH3:19])=[CH:8][C:7]=1[CH3:30].[Li+].[OH-], predict the reaction product. The product is: [CH3:29][O:28][C:22]1[CH:21]=[C:20]([C:16]2[O:17][C:18]([CH3:19])=[C:14]([CH2:13][O:12][C:9]3[CH:10]=[CH:11][C:6]([CH2:5][C@H:4]([O:31][CH2:32][CH3:33])[C:3]([OH:34])=[O:2])=[C:7]([CH3:30])[CH:8]=3)[N:15]=2)[CH:25]=[C:24]([O:26][CH3:27])[CH:23]=1. (4) Given the reactants [NH2:1][C:2]1[CH:11]=[CH:10][C:9]([Cl:12])=[CH:8][C:3]=1[C:4]([O:6][CH3:7])=[O:5].[CH2:13]([O:15][CH2:16][C:17](Cl)=[O:18])[CH3:14], predict the reaction product. The product is: [Cl:12][C:9]1[CH:10]=[CH:11][C:2]([NH:1][C:17](=[O:18])[CH2:16][O:15][CH2:13][CH3:14])=[C:3]([CH:8]=1)[C:4]([O:6][CH3:7])=[O:5]. (5) Given the reactants [Cl:1][C:2]1[CH:3]=[C:4]([CH:8]([NH:10][C:11]2[CH:16]=[C:15](F)[CH:14]=[CH:13][C:12]=2[N+:18]([O-:20])=[O:19])[CH3:9])[CH:5]=[CH:6][CH:7]=1.[N:21]1([C:27]([O:29][C:30]([CH3:33])([CH3:32])[CH3:31])=[O:28])[CH2:26][CH2:25][NH:24][CH2:23][CH2:22]1.C(N(CC)C(C)C)(C)C, predict the reaction product. The product is: [Cl:1][C:2]1[CH:3]=[C:4]([CH:8]([NH:10][C:11]2[CH:16]=[C:15]([N:24]3[CH2:23][CH2:22][N:21]([C:27]([O:29][C:30]([CH3:33])([CH3:32])[CH3:31])=[O:28])[CH2:26][CH2:25]3)[CH:14]=[CH:13][C:12]=2[N+:18]([O-:20])=[O:19])[CH3:9])[CH:5]=[CH:6][CH:7]=1. (6) Given the reactants P(C(C)(C)C)(C(C)(C)C)[C:2]([CH3:5])(C)[CH3:3].C(=O)=[O:15].[Li+].C[Si]([N-][Si](C)(C)C)(C)C.Br[C:28]1[CH:33]=[CH:32][C:31]([Cl:34])=[C:30]([Cl:35])[CH:29]=1.[C:36]1([CH3:42])[CH:41]=[CH:40][CH:39]=[CH:38][CH:37]=1, predict the reaction product. The product is: [Cl:35][C:30]1[CH:29]=[C:28]([CH:40]2[C:41]3[C:36](=[CH:42][CH:3]=[CH:2][CH:5]=3)[CH2:37][CH2:38][C:39]2=[O:15])[CH:33]=[CH:32][C:31]=1[Cl:34]. (7) Given the reactants [F:1][C:2]1[CH:3]=[C:4]([C:9]2([OH:14])[CH2:13][CH2:12][NH:11][CH2:10]2)[CH:5]=[C:6]([F:8])[CH:7]=1.[C:15](#N)[CH3:16].C(=O)([O-])[O-].[Na+].[Na+].ICC, predict the reaction product. The product is: [F:1][C:2]1[CH:3]=[C:4]([C:9]2([OH:14])[CH2:13][CH2:12][N:11]([CH2:15][CH3:16])[CH2:10]2)[CH:5]=[C:6]([F:8])[CH:7]=1.